This data is from Forward reaction prediction with 1.9M reactions from USPTO patents (1976-2016). The task is: Predict the product of the given reaction. (1) Given the reactants Cl[C:2]1[N:7]=[C:6]([S:8][CH2:9][CH2:10][CH3:11])[N:5]=[C:4]([N:12]2[CH2:17][CH2:16][O:15][CH2:14][CH2:13]2)[C:3]=1[N+:18]([O-:20])=[O:19].[Cl:21][C:22]1[CH:28]=[CH:27][CH:26]=[CH:25][C:23]=1[NH2:24].C(N(CC)C(C)C)(C)C, predict the reaction product. The product is: [Cl:21][C:22]1[CH:28]=[CH:27][CH:26]=[CH:25][C:23]=1[NH:24][C:2]1[C:3]([N+:18]([O-:20])=[O:19])=[C:4]([N:12]2[CH2:17][CH2:16][O:15][CH2:14][CH2:13]2)[N:5]=[C:6]([S:8][CH2:9][CH2:10][CH3:11])[N:7]=1. (2) Given the reactants N#N.[Cl:3][C:4]1[CH:28]=[CH:27][CH:26]=[CH:25][C:5]=1[CH2:6][O:7][C:8](=[O:24])[NH:9][C:10]1[CH:14]=[N:13][N:12]([CH2:15][C:16]2[N:17]=[C:18]([CH:21]([OH:23])[CH3:22])[O:19][CH:20]=2)[N:11]=1, predict the reaction product. The product is: [Cl:3][C:4]1[CH:28]=[CH:27][CH:26]=[CH:25][C:5]=1[CH2:6][O:7][C:8](=[O:24])[NH:9][C:10]1[CH:14]=[N:13][N:12]([CH2:15][C:16]2[N:17]=[C:18]([C:21](=[O:23])[CH3:22])[O:19][CH:20]=2)[N:11]=1. (3) Given the reactants [F:1][C:2]1[C:3]([O:11]CC2C=CC=CC=2)=[C:4]([CH:8]=[CH:9][CH:10]=1)[C:5]([NH2:7])=[O:6], predict the reaction product. The product is: [F:1][C:2]1[C:3]([OH:11])=[C:4]([CH:8]=[CH:9][CH:10]=1)[C:5]([NH2:7])=[O:6]. (4) Given the reactants [CH3:1][N:2]([CH3:22])[C:3]1[CH:8]=[CH:7][C:6]([C:9]2[N:18]=[C:17]([C:19]([OH:21])=O)[C:16]3[C:11](=[CH:12][CH:13]=[CH:14][CH:15]=3)[N:10]=2)=[CH:5][CH:4]=1.Cl.[CH3:24][O:25][C:26]1[C:35]([O:36][CH3:37])=[CH:34][CH:33]=[C:32]2[C:27]=1[CH2:28][CH2:29][NH:30][CH2:31]2, predict the reaction product. The product is: [CH3:1][N:2]([CH3:22])[C:3]1[CH:8]=[CH:7][C:6]([C:9]2[N:18]=[C:17]([C:19]([N:30]3[CH2:29][CH2:28][C:27]4[C:32](=[CH:33][CH:34]=[C:35]([O:36][CH3:37])[C:26]=4[O:25][CH3:24])[CH2:31]3)=[O:21])[C:16]3[C:11](=[CH:12][CH:13]=[CH:14][CH:15]=3)[N:10]=2)=[CH:5][CH:4]=1. (5) Given the reactants [CH:1]1([C:4]2[O:8][N:7]=[C:6]([C:9]3[C:14]([Cl:15])=[CH:13][CH:12]=[CH:11][C:10]=3[Cl:16])[C:5]=2[CH2:17][O:18][C:19]2[CH:24]=[CH:23][C:22]([C:25]3[CH:34]=[C:33]4[C:28]([CH:29]=[C:30]([C:35]([O:37]C)=[O:36])[N:31]=[CH:32]4)=[CH:27][CH:26]=3)=[CH:21][CH:20]=2)[CH2:3][CH2:2]1.O1CCCC1.[OH-].[Na+].Cl, predict the reaction product. The product is: [CH:1]1([C:4]2[O:8][N:7]=[C:6]([C:9]3[C:10]([Cl:16])=[CH:11][CH:12]=[CH:13][C:14]=3[Cl:15])[C:5]=2[CH2:17][O:18][C:19]2[CH:20]=[CH:21][C:22]([C:25]3[CH:34]=[C:33]4[C:28]([CH:29]=[C:30]([C:35]([OH:37])=[O:36])[N:31]=[CH:32]4)=[CH:27][CH:26]=3)=[CH:23][CH:24]=2)[CH2:2][CH2:3]1. (6) Given the reactants C(OC([N:8]1[C:12]2[CH:13]=[CH:14][C:15]([Cl:17])=[CH:16][C:11]=2[N:10]=[C:9]1[CH:18]([NH:24][C:25](=[O:40])[C:26]1[CH:31]=[CH:30][C:29]([C:32]([N:34]2[CH2:38][CH2:37][CH2:36][CH2:35]2)=[O:33])=[C:28]([CH3:39])[CH:27]=1)[CH2:19][CH2:20][C:21](O)=[O:22])=O)(C)(C)C.CN(C(ON1N=NC2C=CC=CC1=2)=[N+](C)C)C.[B-](F)(F)(F)F.C(N(C(C)C)CC)(C)C.[NH:72]1[CH2:77][CH2:76][S:75](=[O:79])(=[O:78])[CH2:74][CH2:73]1.FC(F)(F)C(O)=O.ClCl, predict the reaction product. The product is: [Cl:17][C:15]1[CH:14]=[CH:13][C:12]2[NH:8][C:9]([C@@H:18]([NH:24][C:25](=[O:40])[C:26]3[CH:31]=[CH:30][C:29]([C:32]([N:34]4[CH2:35][CH2:36][CH2:37][CH2:38]4)=[O:33])=[C:28]([CH3:39])[CH:27]=3)[CH2:19][CH2:20][C:21]([N:72]3[CH2:77][CH2:76][S:75](=[O:79])(=[O:78])[CH2:74][CH2:73]3)=[O:22])=[N:10][C:11]=2[CH:16]=1. (7) Given the reactants [OH:1][C@:2]1([C:13]2[S:14][C:15]([C:18]3[CH:23]=[C:22]([NH:24][C:25]4[N:30]=[C:29]([C:31]([F:34])([F:33])[F:32])[CH:28]=[CH:27][N:26]=4)[CH:21]=[C:20]([CH3:35])[CH:19]=3)=[CH:16][N:17]=2)[CH2:7][CH2:6][C@H:5]([C:8]([OH:10])=[O:9])[C:4]([CH3:12])([CH3:11])[CH2:3]1.[OH-].[Na+:37], predict the reaction product. The product is: [OH:1][C@:2]1([C:13]2[S:14][C:15]([C:18]3[CH:23]=[C:22]([NH:24][C:25]4[N:30]=[C:29]([C:31]([F:33])([F:34])[F:32])[CH:28]=[CH:27][N:26]=4)[CH:21]=[C:20]([CH3:35])[CH:19]=3)=[CH:16][N:17]=2)[CH2:7][CH2:6][C@H:5]([C:8]([O-:10])=[O:9])[C:4]([CH3:11])([CH3:12])[CH2:3]1.[Na+:37]. (8) Given the reactants [CH2:1]([NH:3][C:4]([NH:6][C:7]1[CH:12]=[CH:11][C:10]([C:13]2[N:14]=[C:15]([N:23]3[CH2:28][CH2:27][O:26][CH2:25][C@@H:24]3[CH3:29])[C:16]3[CH2:22][CH2:21][NH:20][CH2:19][C:17]=3[N:18]=2)=[CH:9][CH:8]=1)=[O:5])[CH3:2].[C:30]([CH2:32][C:33](Cl)=[O:34])#[N:31], predict the reaction product. The product is: [C:30]([CH2:32][C:33]([N:20]1[CH2:21][CH2:22][C:16]2[C:15]([N:23]3[CH2:28][CH2:27][O:26][CH2:25][C@@H:24]3[CH3:29])=[N:14][C:13]([C:10]3[CH:9]=[CH:8][C:7]([NH:6][C:4]([NH:3][CH2:1][CH3:2])=[O:5])=[CH:12][CH:11]=3)=[N:18][C:17]=2[CH2:19]1)=[O:34])#[N:31].